From a dataset of Catalyst prediction with 721,799 reactions and 888 catalyst types from USPTO. Predict which catalyst facilitates the given reaction. (1) Reactant: [Cl:1][C:2]1[CH:19]=[C:18]([Cl:20])[CH:17]=[CH:16][C:3]=1[CH2:4][N:5]1[C:9]([CH:10]=O)=[CH:8][C:7]([O:12][CH2:13][O:14][CH3:15])=[N:6]1.C(OP([CH2:29][C:30]([O:32][CH2:33][CH3:34])=[O:31])(OCC)=O)C.[H-].[Na+].O. Product: [Cl:1][C:2]1[CH:19]=[C:18]([Cl:20])[CH:17]=[CH:16][C:3]=1[CH2:4][N:5]1[C:9](/[CH:10]=[CH:29]/[C:30]([O:32][CH2:33][CH3:34])=[O:31])=[CH:8][C:7]([O:12][CH2:13][O:14][CH3:15])=[N:6]1. The catalyst class is: 213. (2) Reactant: [C:1]([C:5]1[O:9][N:8]=[C:7]([NH:10][C:11]([NH:13][C:14]2[CH:19]=[CH:18][CH:17]=[C:16]([O:20][C:21]3[C:30]4[C:25](=[CH:26][C:27]([O:36][CH3:37])=[C:28]([O:31][CH2:32][CH2:33][CH2:34]Cl)[CH:29]=4)[N:24]=[CH:23][N:22]=3)[CH:15]=2)=[O:12])[CH:6]=1)([CH3:4])([CH3:3])[CH3:2].[CH3:38][N:39]1[CH2:44][CH2:43][NH:42][CH2:41][CH2:40]1.O. Product: [C:1]([C:5]1[O:9][N:8]=[C:7]([NH:10][C:11]([NH:13][C:14]2[CH:19]=[CH:18][CH:17]=[C:16]([O:20][C:21]3[C:30]4[C:25](=[CH:26][C:27]([O:36][CH3:37])=[C:28]([O:31][CH2:32][CH2:33][CH2:34][N:42]5[CH2:43][CH2:44][N:39]([CH3:38])[CH2:40][CH2:41]5)[CH:29]=4)[N:24]=[CH:23][N:22]=3)[CH:15]=2)=[O:12])[CH:6]=1)([CH3:4])([CH3:3])[CH3:2]. The catalyst class is: 589. (3) Reactant: [CH3:1][O:2][C:3]1[C:12]([O:13][CH2:14][CH2:15][CH2:16][CH2:17][CH3:18])=[C:11]2[C:6]([CH:7]=[C:8]([C:20]([OH:22])=O)[C:9](=[O:19])[NH:10]2)=[CH:5][CH:4]=1.[N:23]1[CH:28]=[CH:27][C:26]([CH2:29][CH2:30][NH2:31])=[CH:25][CH:24]=1.O.ON1C2C=CC=CC=2N=N1.C(=O)([O-])O.[Na+]. Product: [N:23]1[CH:28]=[CH:27][C:26]([CH2:29][CH2:30][NH:31][C:20]([C:8]2[C:9](=[O:19])[NH:10][C:11]3[C:6]([CH:7]=2)=[CH:5][CH:4]=[C:3]([O:2][CH3:1])[C:12]=3[O:13][CH2:14][CH2:15][CH2:16][CH2:17][CH3:18])=[O:22])=[CH:25][CH:24]=1. The catalyst class is: 42. (4) Reactant: [CH3:1][O:2][C:3]1[N:12]=[C:11]2[C:6]([CH2:7][CH2:8][C:9](=[O:13])[NH:10]2)=[CH:5][CH:4]=1.[H-].[Na+].Br[CH2:17][CH2:18][CH:19]=[CH2:20]. Product: [CH2:20]([N:10]1[C:11]2[C:6](=[CH:5][CH:4]=[C:3]([O:2][CH3:1])[N:12]=2)[CH2:7][CH2:8][C:9]1=[O:13])[CH2:19][CH:18]=[CH2:17]. The catalyst class is: 3. (5) Reactant: [O:1]=[C:2]1[N:6]([C:7]2[CH:20]=[CH:19][C:10]3[C:11]4[NH:12][N:13]=[CH:14][C:15]=4[CH2:16][CH2:17][CH2:18][C:9]=3[CH:8]=2)[CH2:5][C@H:4]([CH2:21][NH:22][C:23](=O)[CH3:24])[O:3]1.COC1C=CC(P2(SP(C3C=CC(OC)=CC=3)(=S)S2)=[S:35])=CC=1. Product: [O:1]=[C:2]1[N:6]([C:7]2[CH:20]=[CH:19][C:10]3[C:11]4[NH:12][N:13]=[CH:14][C:15]=4[CH2:16][CH2:17][CH2:18][C:9]=3[CH:8]=2)[CH2:5][C@H:4]([CH2:21][NH:22][C:23](=[S:35])[CH3:24])[O:3]1. The catalyst class is: 155. (6) Reactant: [CH:1]1([CH2:4][N:5]([C:17]2[CH:28]=[C:27]3[C:29]4[C:23]([CH3:30])([CH2:24][CH2:25][CH2:26]3)[CH2:22][CH2:21][CH2:20][C:19]=4[CH:18]=2)[C:6]2[CH:16]=[CH:15][C:9]([C:10]([O:12]CC)=[O:11])=[CH:8][CH:7]=2)[CH2:3][CH2:2]1.[OH-].[Na+].Cl. Product: [CH:1]1([CH2:4][N:5]([C:17]2[CH:18]=[C:19]3[C:29]4[C:23]([CH3:30])([CH2:22][CH2:21][CH2:20]3)[CH2:24][CH2:25][CH2:26][C:27]=4[CH:28]=2)[C:6]2[CH:7]=[CH:8][C:9]([C:10]([OH:12])=[O:11])=[CH:15][CH:16]=2)[CH2:3][CH2:2]1. The catalyst class is: 8.